This data is from Full USPTO retrosynthesis dataset with 1.9M reactions from patents (1976-2016). The task is: Predict the reactants needed to synthesize the given product. (1) Given the product [Cl:24][C:7]1[CH:6]=[C:5]([C:10]2[CH:15]=[CH:14][C:13]([C:16]([F:19])([F:18])[F:17])=[CH:12][CH:11]=2)[CH:4]=[C:3]([C:2]([F:21])([F:20])[F:1])[N:8]=1, predict the reactants needed to synthesize it. The reactants are: [F:1][C:2]([F:21])([F:20])[C:3]1[NH:8][C:7](=O)[CH:6]=[C:5]([C:10]2[CH:15]=[CH:14][C:13]([C:16]([F:19])([F:18])[F:17])=[CH:12][CH:11]=2)[CH:4]=1.P(Cl)(Cl)([Cl:24])=O. (2) The reactants are: [C:1]([C:5]1[CH:6]=[C:7]2[C:12](=[C:13]([F:15])[CH:14]=1)[C:11](=[O:16])[N:10]([C:17]1[N:24]=[CH:23][CH:22]=[C:21]([C:25]3[CH:30]=[C:29]([NH:31][C:32]4[CH:37]=[CH:36][C:35]([C:38]([N:40]5[CH2:45][CH2:44][O:43][CH2:42][CH2:41]5)=[O:39])=[CH:34][N:33]=4)[C:28](=[O:46])[N:27]([CH3:47])[CH:26]=3)[C:18]=1[CH:19]=[O:20])[N:9]=[CH:8]2)([CH3:4])([CH3:3])[CH3:2].ClCCl.[BH4-].[Na+].[NH4+].[Cl-]. Given the product [C:1]([C:5]1[CH:6]=[C:7]2[C:12](=[C:13]([F:15])[CH:14]=1)[C:11](=[O:16])[N:10]([C:17]1[C:18]([CH2:19][OH:20])=[C:21]([C:25]3[CH:30]=[C:29]([NH:31][C:32]4[CH:37]=[CH:36][C:35]([C:38]([N:40]5[CH2:45][CH2:44][O:43][CH2:42][CH2:41]5)=[O:39])=[CH:34][N:33]=4)[C:28](=[O:46])[N:27]([CH3:47])[CH:26]=3)[CH:22]=[CH:23][N:24]=1)[N:9]=[CH:8]2)([CH3:4])([CH3:2])[CH3:3], predict the reactants needed to synthesize it.